From a dataset of Reaction yield outcomes from USPTO patents with 853,638 reactions. Predict the reaction yield, written as a fraction of the theoretical maximum amount of product (1.0 means a 100% yield; for example, 0.34 means a 34% yield). (1) The reactants are [NH2:1][C@@H:2]([CH2:6][C:7]1[CH:12]=[CH:11][C:10]([C:13]([O:15][C:16](C)(C)C)=[O:14])=[CH:9][CH:8]=1)[C:3]([OH:5])=[O:4].S(Cl)(Cl)=O.[CH3:24]O. No catalyst specified. The product is [NH2:1][C@H:2]([C:3]([O:5][CH3:24])=[O:4])[CH2:6][C:7]1[CH:12]=[CH:11][C:10]([C:13]([O:15][CH3:16])=[O:14])=[CH:9][CH:8]=1. The yield is 0.950. (2) The reactants are [Al+3].[Cl-].[Cl-].[Cl-].[F:5][C:6]1[CH:13]=[C:12]([O:14]C)[C:11]([O:16][CH3:17])=[CH:10][C:7]=1[CH:8]=[O:9]. The catalyst is C(Cl)Cl. The product is [F:5][C:6]1[CH:13]=[C:12]([OH:14])[C:11]([O:16][CH3:17])=[CH:10][C:7]=1[CH:8]=[O:9]. The yield is 0.980. (3) The reactants are Br[C:2]1[CH:3]=[CH:4][C:5]2[N:6]([CH2:15][CH2:16][O:17][CH2:18][CH2:19][O:20][CH3:21])[C:7]3[C:12]([C:13]=2[CH:14]=1)=[CH:11][CH:10]=[CH:9][CH:8]=3.[Li]CCCC.C1C=CC(S(N(S(C2C=CC=CC=2)(=O)=O)[F:37])(=O)=O)=CC=1. The catalyst is C1COCC1. The product is [F:37][C:2]1[CH:3]=[CH:4][C:5]2[N:6]([CH2:15][CH2:16][O:17][CH2:18][CH2:19][O:20][CH3:21])[C:7]3[C:12]([C:13]=2[CH:14]=1)=[CH:11][CH:10]=[CH:9][CH:8]=3. The yield is 0.750. (4) The reactants are [CH:1]([C:4]1[CH:12]=[CH:11][C:10]2[NH:9][C:8]3[CH2:13][CH2:14][N:15]([CH3:17])[CH2:16][C:7]=3[C:6]=2[CH:5]=1)([CH3:3])[CH3:2].[OH-].[K+].[CH3:20][C:21]1[CH:26]=[N:25][C:24]([CH:27]=[CH2:28])=[CH:23][N:22]=1. The catalyst is CN1CCCC1=O.O. The product is [CH:1]([C:4]1[CH:12]=[CH:11][C:10]2[N:9]([CH2:28][CH2:27][C:24]3[CH:23]=[N:22][C:21]([CH3:20])=[CH:26][N:25]=3)[C:8]3[CH2:13][CH2:14][N:15]([CH3:17])[CH2:16][C:7]=3[C:6]=2[CH:5]=1)([CH3:3])[CH3:2]. The yield is 0.160. (5) The reactants are [Br:1][C:2]1[CH:7]=[C:6]([C:8]([CH3:11])([CH3:10])[CH3:9])[CH:5]=[CH:4][C:3]=1[O:12][CH3:13].[N+:14]([O-:17])([OH:16])=[O:15]. The catalyst is C(OC(=O)C)(=O)C.CCOC(C)=O.C([O-])(O)=O.[Na+]. The product is [N+:14]([O-:17])([OH:16])=[O:15].[Br:1][C:2]1[CH:7]=[C:6]([C:8]([CH3:10])([CH3:9])[CH3:11])[CH:5]=[C:4]([N+:14]([O-:16])=[O:15])[C:3]=1[O:12][CH3:13]. The yield is 0.700.